Task: Predict the reactants needed to synthesize the given product.. Dataset: Full USPTO retrosynthesis dataset with 1.9M reactions from patents (1976-2016) (1) Given the product [C:1]([C:4]([C@@H:17]1[CH2:21][CH2:20][N:19]([CH2:30][CH2:29][CH2:28][CH2:27][CH2:26][CH2:25][CH:24]([O:23][CH3:22])[O:32][CH3:33])[CH2:18]1)([C:11]1[CH:12]=[CH:13][CH:14]=[CH:15][CH:16]=1)[C:5]1[CH:10]=[CH:9][CH:8]=[CH:7][CH:6]=1)(=[O:3])[NH2:2], predict the reactants needed to synthesize it. The reactants are: [C:1]([C:4]([C@@H:17]1[CH2:21][CH2:20][NH:19][CH2:18]1)([C:11]1[CH:16]=[CH:15][CH:14]=[CH:13][CH:12]=1)[C:5]1[CH:10]=[CH:9][CH:8]=[CH:7][CH:6]=1)(=[O:3])[NH2:2].[CH3:22][O:23][CH:24]([O:32][CH3:33])[CH2:25][CH2:26][CH2:27][CH2:28][CH2:29][CH:30]=O.C(O[BH-](OC(=O)C)OC(=O)C)(=O)C.[Na+]. (2) Given the product [C:1]([C:9]1[CH:14]=[CH:13][CH:12]=[CH:11][C:10]=1[NH:15][C@@H:16]([CH2:21][C:22]1[CH:27]=[CH:26][C:25]([O:28][S:36]([C:39]([F:42])([F:41])[F:40])(=[O:38])=[O:37])=[CH:24][CH:23]=1)[C:17]([O:19][CH3:20])=[O:18])(=[O:8])[C:2]1[CH:3]=[CH:4][CH:5]=[CH:6][CH:7]=1, predict the reactants needed to synthesize it. The reactants are: [C:1]([C:9]1[CH:14]=[CH:13][CH:12]=[CH:11][C:10]=1[NH:15][C@@H:16]([CH2:21][C:22]1[CH:27]=[CH:26][C:25]([OH:28])=[CH:24][CH:23]=1)[C:17]([O:19][CH3:20])=[O:18])(=[O:8])[C:2]1[CH:7]=[CH:6][CH:5]=[CH:4][CH:3]=1.C(N(CC)CC)C.[S:36](O[S:36]([C:39]([F:42])([F:41])[F:40])(=[O:38])=[O:37])([C:39]([F:42])([F:41])[F:40])(=[O:38])=[O:37].[Cl-].[NH4+].